This data is from Forward reaction prediction with 1.9M reactions from USPTO patents (1976-2016). The task is: Predict the product of the given reaction. (1) The product is: [ClH:39].[CH2:31]1[C:22]2[C:21]3[CH:20]=[CH:19][C:18]([N:3]4[CH:4]=[CH:5][C:6]([C:8]5[CH:13]=[CH:12][C:11]([C:14]([F:17])([F:16])[F:15])=[CH:10][N:9]=5)=[CH:7][C:2]4=[O:1])=[CH:26][C:25]=3[NH:24][C:23]=2[CH2:27][CH2:28][CH2:29][NH:30]1. Given the reactants [O:1]=[C:2]1[CH:7]=[C:6]([C:8]2[CH:13]=[CH:12][C:11]([C:14]([F:17])([F:16])[F:15])=[CH:10][N:9]=2)[CH:5]=[CH:4][N:3]1[C:18]1[CH:19]=[CH:20][C:21]2[C:22]3[CH2:31][N:30](C(OC(C)(C)C)=O)[CH2:29][CH2:28][CH2:27][C:23]=3[NH:24][C:25]=2[CH:26]=1.[ClH:39], predict the reaction product. (2) Given the reactants [C:1]([N:4]1[CH2:9][CH2:8][N:7]([CH2:10][C:11]2[CH:16]=[C:15]([CH3:17])[N:14]=[C:13]([NH:18]C(=O)OC(C)(C)C)[CH:12]=2)[CH2:6][CH2:5]1)(=[O:3])[CH3:2].[ClH:26], predict the reaction product. The product is: [Cl-:26].[C:1]([N:4]1[CH2:5][CH2:6][NH+:7]([CH2:10][C:11]2[CH:16]=[C:15]([CH3:17])[N:14]=[C:13]([NH2:18])[CH:12]=2)[CH2:8][CH2:9]1)(=[O:3])[CH3:2]. (3) The product is: [Br:1][C:2]1[CH:11]=[C:10]2[C:5]([CH:6]=[CH:7][N:8]([CH2:14][C:15]3[CH:20]=[CH:19][C:18]([F:21])=[CH:17][CH:16]=3)[C:9]2=[O:12])=[CH:4][CH:3]=1. Given the reactants [Br:1][C:2]1[CH:11]=[C:10]2[C:5]([CH:6]=[CH:7][N:8]=[C:9]2[OH:12])=[CH:4][CH:3]=1.C[CH:14](Br)[C:15]1[CH:20]=[CH:19][C:18]([F:21])=[CH:17][CH:16]=1.C(=O)([O-])[O-].[Cs+].[Cs+], predict the reaction product. (4) Given the reactants [NH:1]1[C:9]2C(=CC(B(O)O)=CC=2)C=C1.Br[C:14]1[CH:15]=[C:16]2C(I)=C[N:20](S(C3C=CC(C)=CC=3)(=O)=O)[C:17]2=[N:18][CH:19]=1.CC1(C)C(C)(C)OB(C2C=CC(N)=NC=2)[O:36]1.COC1C=C(B(O)O)C=C(OC)C=1OC.Br[C:66]1[CH:67]=[C:68]2[C:74]([C:75]3[CH:76]=[C:77]4[C:81](=[CH:82][CH:83]=3)NC=C4)=[CH:73][N:72](S(C3C=CC(C)=CC=3)(=O)=O)[C:69]2=[N:70][CH:71]=1, predict the reaction product. The product is: [NH2:20][C:17]1[N:18]=[CH:19][C:14]([C:66]2[CH:67]=[C:68]3[C:74]([C:75]4[CH:83]=[CH:82][C:81]([C:9]([NH2:1])=[O:36])=[CH:77][CH:76]=4)=[CH:73][NH:72][C:69]3=[N:70][CH:71]=2)=[CH:15][CH:16]=1. (5) Given the reactants F[C:2]1[CH:7]=[C:6]([CH2:8][O:9][CH3:10])[CH:5]=[CH:4][C:3]=1[C:11]([F:14])([F:13])[F:12].[C-:15]#[N:16].[K+], predict the reaction product. The product is: [CH3:10][O:9][CH2:8][C:6]1[CH:5]=[CH:4][C:3]([C:11]([F:14])([F:13])[F:12])=[C:2]([CH:7]=1)[C:15]#[N:16]. (6) Given the reactants [NH2:1][C@H:2]([C:6]([NH:8][CH:9]([CH:18]([OH:31])[CH2:19][O:20][C:21]1[C:26]([F:27])=[C:25]([F:28])[CH:24]=[C:23]([F:29])[C:22]=1[F:30])[CH2:10][C:11]([O:13][C:14]([CH3:17])([CH3:16])[CH3:15])=[O:12])=[O:7])[CH:3]([CH3:5])[CH3:4].[F:32][C:33]1[CH:34]=[C:35]2[C:39](=[CH:40][CH:41]=1)[N:38]([CH3:42])[C:37]([C:43](O)=[O:44])=[CH:36]2.CN1CCOCC1.C1C=CC2N(O)N=NC=2C=1.CCN=C=NCCCN(C)C, predict the reaction product. The product is: [F:32][C:33]1[CH:34]=[C:35]2[C:39](=[CH:40][CH:41]=1)[N:38]([CH3:42])[C:37]([C:43]([NH:1][C@H:2]([C:6]([NH:8][CH:9]([CH:18]([OH:31])[CH2:19][O:20][C:21]1[C:22]([F:30])=[C:23]([F:29])[CH:24]=[C:25]([F:28])[C:26]=1[F:27])[CH2:10][C:11]([O:13][C:14]([CH3:16])([CH3:17])[CH3:15])=[O:12])=[O:7])[CH:3]([CH3:5])[CH3:4])=[O:44])=[CH:36]2. (7) Given the reactants [CH2:1]([O:8][N:9]([C@H:17]([CH:30]=[CH2:31])[CH2:18][N:19]1C(=O)C2C(=CC=CC=2)C1=O)[C:10](=[O:16])[O:11][C:12]([CH3:15])([CH3:14])[CH3:13])[C:2]1[CH:7]=[CH:6][CH:5]=[CH:4][CH:3]=1.O.NN, predict the reaction product. The product is: [NH2:19][CH2:18][C@H:17]([N:9]([O:8][CH2:1][C:2]1[CH:7]=[CH:6][CH:5]=[CH:4][CH:3]=1)[C:10](=[O:16])[O:11][C:12]([CH3:13])([CH3:14])[CH3:15])[CH:30]=[CH2:31]. (8) Given the reactants Cl[C:2]1[CH:3]=[C:4]([C:14]([NH:16][CH2:17][C:18]2[C:19](=[O:26])[NH:20][C:21]([CH3:25])=[CH:22][C:23]=2[CH3:24])=[O:15])[C:5]2[CH:10]=[N:9][N:8]([CH:11]([CH3:13])[CH3:12])[C:6]=2[N:7]=1.[CH3:27][NH:28][S:29]([C:32]1[CH:37]=[CH:36][C:35](B(O)O)=[CH:34][CH:33]=1)(=[O:31])=[O:30].C(=O)(O)[O-].[Na+].O, predict the reaction product. The product is: [CH3:24][C:23]1[CH:22]=[C:21]([CH3:25])[NH:20][C:19](=[O:26])[C:18]=1[CH2:17][NH:16][C:14]([C:4]1[C:5]2[CH:10]=[N:9][N:8]([CH:11]([CH3:13])[CH3:12])[C:6]=2[N:7]=[C:2]([C:35]2[CH:34]=[CH:33][C:32]([S:29]([NH:28][CH3:27])(=[O:30])=[O:31])=[CH:37][CH:36]=2)[CH:3]=1)=[O:15].